Dataset: Catalyst prediction with 721,799 reactions and 888 catalyst types from USPTO. Task: Predict which catalyst facilitates the given reaction. (1) Reactant: Br[CH2:2][C:3]([O:5][CH2:6][CH3:7])=[O:4].[CH3:8][C:9]1([CH3:23])[C:13]([CH3:15])([CH3:14])[O:12][B:11]([C:16]2[CH:21]=[CH:20][C:19]([OH:22])=[CH:18][CH:17]=2)[O:10]1.C(=O)([O-])[O-].[K+].[K+].O. Product: [CH3:14][C:13]1([CH3:15])[C:9]([CH3:8])([CH3:23])[O:10][B:11]([C:16]2[CH:21]=[CH:20][C:19]([O:22][CH2:2][C:3]([O:5][CH2:6][CH3:7])=[O:4])=[CH:18][CH:17]=2)[O:12]1. The catalyst class is: 42. (2) Reactant: Br[C:2]1[C:10]2[C:9]([NH:11][C@H:12]([C:16]3[N:21]([C:22]4[CH:27]=[CH:26][CH:25]=[CH:24][CH:23]=4)[C:20](=[O:28])[C:19]4=[C:29]([CH3:32])[CH:30]=[CH:31][N:18]4[N:17]=3)[CH2:13][CH2:14][OH:15])=[N:8][CH:7]=[N:6][C:5]=2[N:4]([CH2:33][O:34][CH2:35][CH2:36][Si:37]([CH3:40])([CH3:39])[CH3:38])[CH:3]=1.[OH:41][C:42]1[CH:43]=[C:44]([NH:57][S:58]([CH3:61])(=[O:60])=[O:59])[CH:45]=[C:46](B2OC(C)(C)C(C)(C)O2)[CH:47]=1.C(=O)([O-])[O-].[Na+].[Na+]. Product: [OH:41][C:42]1[CH:43]=[C:44]([NH:57][S:58]([CH3:61])(=[O:60])=[O:59])[CH:45]=[C:46]([C:2]2[C:10]3[C:9]([NH:11][C@H:12]([C:16]4[N:21]([C:22]5[CH:27]=[CH:26][CH:25]=[CH:24][CH:23]=5)[C:20](=[O:28])[C:19]5=[C:29]([CH3:32])[CH:30]=[CH:31][N:18]5[N:17]=4)[CH2:13][CH2:14][OH:15])=[N:8][CH:7]=[N:6][C:5]=3[N:4]([CH2:33][O:34][CH2:35][CH2:36][Si:37]([CH3:40])([CH3:39])[CH3:38])[CH:3]=2)[CH:47]=1. The catalyst class is: 149.